From a dataset of Forward reaction prediction with 1.9M reactions from USPTO patents (1976-2016). Predict the product of the given reaction. (1) Given the reactants [F:1][C:2]([F:28])([F:27])[C:3]1[N:7]2[N:8]=[C:9]([O:16][CH2:17][C:18]3[N:23]=[C:22]([C:24](=O)[CH3:25])[CH:21]=[CH:20][CH:19]=3)[C:10]3[C:15]([C:6]2=[N:5][N:4]=1)=[CH:14][CH:13]=[CH:12][CH:11]=3.[CH3:29][C:30]1[CH:31]=[C:32]([CH:36]=[CH:37][CH:38]=1)[CH2:33][CH2:34][NH2:35].C(O[BH-](OC(=O)C)OC(=O)C)(=O)C.[Na+], predict the reaction product. The product is: [C:30]1([CH3:29])[CH:38]=[CH:37][CH:36]=[C:32]([CH2:33][CH2:34][NH:35][CH:24]([C:22]2[CH:21]=[CH:20][CH:19]=[C:18]([CH2:17][O:16][C:9]3[C:10]4[C:15](=[CH:14][CH:13]=[CH:12][CH:11]=4)[C:6]4=[N:5][N:4]=[C:3]([C:2]([F:1])([F:27])[F:28])[N:7]4[N:8]=3)[N:23]=2)[CH3:25])[CH:31]=1. (2) Given the reactants [NH2:1][C:2]1[C:3]2[C:7]([C:8]([CH3:11])=[CH:9][CH:10]=1)=[N:6][N:5]([C:12]([O:14][C:15]([CH3:18])([CH3:17])[CH3:16])=[O:13])[CH:4]=2.FC(F)(F)S(O[C:25]1[C:33]2[C:28](=[CH:29][N:30]=[CH:31][CH:32]=2)[O:27][C:26]=1[C:34]1[N:39]=[CH:38][CH:37]=[CH:36][N:35]=1)(=O)=O.P([O-])([O-])([O-])=O.[K+].[K+].[K+].CC1(C)C2C(=C(P(C3C=CC=CC=3)C3C=CC=CC=3)C=CC=2)OC2C(P(C3C=CC=CC=3)C3C=CC=CC=3)=CC=CC1=2, predict the reaction product. The product is: [CH3:11][CH:8]1[C:7]2[C:3](=[CH:4][N:5]([C:12]([O:14][C:15]([CH3:18])([CH3:17])[CH3:16])=[O:13])[N:6]=2)[CH:2]([NH:1][C:25]2[C:33]3[C:28](=[CH:29][N:30]=[CH:31][CH:32]=3)[O:27][C:26]=2[C:34]2[N:39]=[CH:38][CH:37]=[CH:36][N:35]=2)[CH:10]=[CH:9]1. (3) Given the reactants [Cl:1][C:2]1[CH:18]=[CH:17][CH:16]=[CH:15][C:3]=1[C:4]([C:6](=[CH:11][N:12](C)C)[C:7]([O:9][CH3:10])=[O:8])=O.O.[NH2:20]N, predict the reaction product. The product is: [Cl:1][C:2]1[CH:18]=[CH:17][CH:16]=[CH:15][C:3]=1[C:4]1[C:6]([C:7]([O:9][CH3:10])=[O:8])=[CH:11][NH:12][N:20]=1. (4) Given the reactants C([O:4][C:5]1[CH:33]=[CH:32][C:8]([CH2:9][N:10]2[CH2:14][CH:13]([CH2:15][CH2:16][CH2:17][CH3:18])[CH:12]([CH2:19][N:20]([O:23][CH2:24][C:25]3[CH:30]=[CH:29][CH:28]=[CH:27][CH:26]=3)[CH:21]=[O:22])[C:11]2=[O:31])=[CH:7][CH:6]=1)C=C.N1CCOCC1.O, predict the reaction product. The product is: [CH2:24]([O:23][N:20]([CH2:19][CH:12]1[CH:13]([CH2:15][CH2:16][CH2:17][CH3:18])[CH2:14][N:10]([CH2:9][C:8]2[CH:32]=[CH:33][C:5]([OH:4])=[CH:6][CH:7]=2)[C:11]1=[O:31])[CH:21]=[O:22])[C:25]1[CH:30]=[CH:29][CH:28]=[CH:27][CH:26]=1. (5) The product is: [NH2:1][C:2]1[N:7]=[C:6]([C:8]2[O:9][CH:10]=[CH:11][CH:12]=2)[C:5]([C:13]#[N:14])=[C:4]([NH:24][CH2:23][C:22]2[CH:25]=[CH:26][CH:27]=[C:20]([C:19]([F:18])([F:28])[F:29])[CH:21]=2)[N:3]=1. Given the reactants [NH2:1][C:2]1[N:7]=[C:6]([C:8]2[O:9][CH:10]=[CH:11][CH:12]=2)[C:5]([C:13]#[N:14])=[C:4](S(C)=O)[N:3]=1.[F:18][C:19]([F:29])([F:28])[C:20]1[CH:21]=[C:22]([CH:25]=[CH:26][CH:27]=1)[CH2:23][NH2:24], predict the reaction product.